Task: Predict the reaction yield, written as a fraction of the theoretical maximum amount of product (1.0 means a 100% yield; for example, 0.34 means a 34% yield).. Dataset: Reaction yield outcomes from USPTO patents with 853,638 reactions The reactants are [CH2:1]([O:3][CH2:4][O:5][C:6]1[CH:11]=[CH:10][C:9]([C:12]2[CH:17]=[CH:16][C:15]([C:18]([F:21])([F:20])[F:19])=[CH:14][CH:13]=2)=[CH:8][CH:7]=1)[CH3:2].C([Li])CCC.[CH2:27]([S:30][S:30][CH2:27][CH2:28][CH3:29])[CH2:28][CH3:29]. The catalyst is C(OCC)C.CCCCCC. The product is [CH2:27]([S:30][C:7]1[CH:8]=[C:9]([C:12]2[CH:17]=[CH:16][C:15]([C:18]([F:19])([F:20])[F:21])=[CH:14][CH:13]=2)[CH:10]=[CH:11][C:6]=1[O:5][CH2:4][O:3][CH2:1][CH3:2])[CH2:28][CH3:29]. The yield is 0.695.